Task: Predict which catalyst facilitates the given reaction.. Dataset: Catalyst prediction with 721,799 reactions and 888 catalyst types from USPTO (1) Reactant: Cl[C:2]1[N:7]=[C:6]2[CH:8]=[N:9][CH:10]=[CH:11][C:5]2=[N:4][C:3]=1[N:12]1[CH2:17][CH2:16][CH:15]([O:18][C:19]2[CH:24]=[CH:23][C:22]([F:25])=[CH:21][C:20]=2[F:26])[CH2:14][CH2:13]1.[CH3:27][CH:28]([NH2:30])[CH3:29].CCN(C(C)C)C(C)C. Product: [F:26][C:20]1[CH:21]=[C:22]([F:25])[CH:23]=[CH:24][C:19]=1[O:18][CH:15]1[CH2:16][CH2:17][N:12]([C:3]2[N:4]=[C:5]3[CH:11]=[CH:10][N:9]=[CH:8][C:6]3=[N:7][C:2]=2[NH:30][CH:28]([CH3:29])[CH3:27])[CH2:13][CH2:14]1. The catalyst class is: 12. (2) Reactant: [CH2:1]([O:8][C:9]1[CH:17]=[C:16]2[C:12]([C:13]([CH:18]3[CH2:22][CH2:21][CH2:20][CH2:19]3)=[N:14][NH:15]2)=[CH:11][CH:10]=1)[C:2]1[CH:7]=[CH:6][CH:5]=[CH:4][CH:3]=1.[OH-].[Na+].Cl[CH2:26][CH2:27][N:28]1[CH2:33][CH2:32][CH2:31][CH2:30][CH2:29]1.C1(C)C=CC=CC=1.O1CCOCC1. Product: [CH2:1]([O:8][C:9]1[CH:17]=[C:16]2[C:12]([C:13]([CH:18]3[CH2:19][CH2:20][CH2:21][CH2:22]3)=[N:14][N:15]2[CH2:26][CH2:27][N:28]2[CH2:33][CH2:32][CH2:31][CH2:30][CH2:29]2)=[CH:11][CH:10]=1)[C:2]1[CH:3]=[CH:4][CH:5]=[CH:6][CH:7]=1. The catalyst class is: 14. (3) Reactant: [C:1]([C:3]1[O:4][C:5]2[C:11]([CH2:12][O:13][C:14]3[CH:19]=[CH:18][C:17]([CH2:20][CH2:21][C:22]([O:24]C(C)(C)C)=[O:23])=[C:16]([CH3:29])[C:15]=3[CH3:30])=[CH:10][C:9]([F:31])=[CH:8][C:6]=2[CH:7]=1)#[N:2].FC(F)(F)C(O)=O. Product: [C:1]([C:3]1[O:4][C:5]2[C:11]([CH2:12][O:13][C:14]3[CH:19]=[CH:18][C:17]([CH2:20][CH2:21][C:22]([OH:24])=[O:23])=[C:16]([CH3:29])[C:15]=3[CH3:30])=[CH:10][C:9]([F:31])=[CH:8][C:6]=2[CH:7]=1)#[N:2]. The catalyst class is: 4.